Predict the reactants needed to synthesize the given product. From a dataset of Full USPTO retrosynthesis dataset with 1.9M reactions from patents (1976-2016). (1) The reactants are: [Cl:1][C:2]1[CH:7]=[CH:6][C:5]([C:8](=[O:20])[C:9](=[C:16]2SCS2)[C:10]2[CH:15]=[CH:14][N:13]=[CH:12][CH:11]=2)=[CH:4][CH:3]=1.[CH3:21][N:22]1[CH2:27][CH2:26][CH:25]([NH:28][CH3:29])[CH2:24][CH2:23]1.[NH2:30][NH2:31]. Given the product [OH2:20].[OH2:20].[Cl:1][C:2]1[CH:7]=[CH:6][C:5]([C:8]2[NH:31][N:30]=[C:16]([N:28]([CH3:29])[CH:25]3[CH2:26][CH2:27][N:22]([CH3:21])[CH2:23][CH2:24]3)[C:9]=2[C:10]2[CH:15]=[CH:14][N:13]=[CH:12][CH:11]=2)=[CH:4][CH:3]=1, predict the reactants needed to synthesize it. (2) The reactants are: [CH2:1]([C@@H:8]1[CH2:12][O:11][C:10](=[O:13])[N:9]1[C:14](=[O:19])[CH2:15][CH2:16][CH:17]=[CH2:18])[C:2]1[CH:7]=[CH:6][CH:5]=[CH:4][CH:3]=1.[Li+].CC([N-]C(C)C)C.Br[CH2:29][C:30]1[C:35]([Cl:36])=[CH:34][C:33]([O:37][CH3:38])=[CH:32][C:31]=1[Cl:39]. Given the product [CH2:1]([C@@H:8]1[CH2:12][O:11][C:10](=[O:13])[N:9]1[C:14](=[O:19])[C@H:15]([CH2:29][C:30]1[C:31]([Cl:39])=[CH:32][C:33]([O:37][CH3:38])=[CH:34][C:35]=1[Cl:36])[CH2:16][CH:17]=[CH2:18])[C:2]1[CH:3]=[CH:4][CH:5]=[CH:6][CH:7]=1, predict the reactants needed to synthesize it. (3) Given the product [CH3:18][N:19]1[CH2:24][CH2:23][N:22]([C:25]2[CH:31]=[CH:30][C:28]([NH:29][C:2]3[N:7]=[C:6]([NH:8][C:9]4[CH:10]=[C:11]([CH2:15][C:16]#[N:17])[CH:12]=[CH:13][CH:14]=4)[CH:5]=[CH:4][N:3]=3)=[CH:27][C:26]=2[C:32]([F:35])([F:33])[F:34])[CH2:21][CH2:20]1, predict the reactants needed to synthesize it. The reactants are: Cl[C:2]1[N:7]=[C:6]([NH:8][C:9]2[CH:10]=[C:11]([CH2:15][C:16]#[N:17])[CH:12]=[CH:13][CH:14]=2)[CH:5]=[CH:4][N:3]=1.[CH3:18][N:19]1[CH2:24][CH2:23][N:22]([C:25]2[CH:31]=[CH:30][C:28]([NH2:29])=[CH:27][C:26]=2[C:32]([F:35])([F:34])[F:33])[CH2:21][CH2:20]1. (4) Given the product [Cl:50][C:49]1[CH:48]=[C:47]([C:51]([F:54])([F:53])[F:52])[CH:46]=[C:42]2[C:41]=1[N:40]=[CH:15][N:9]([CH2:8][C:6]1[CH:7]=[C:2]([Cl:1])[CH:3]=[CH:4][C:5]=1[S:10][CH:11]([CH3:13])[CH3:12])[C:43]2=[O:44], predict the reactants needed to synthesize it. The reactants are: [Cl:1][C:2]1[CH:3]=[CH:4][C:5]([S:10][CH:11]([CH3:13])[CH3:12])=[C:6]([CH2:8][NH2:9])[CH:7]=1.N[C:15]1C=CC(OC(F)(F)F)=CC=1C(NCC1C=C(Cl)C=CC=1SCC)=O.[NH2:40][C:41]1[C:49]([Cl:50])=[CH:48][C:47]([C:51]([F:54])([F:53])[F:52])=[CH:46][C:42]=1[C:43](O)=[O:44]. (5) Given the product [OH:1][C:2]1[CH:11]=[C:10]([OH:12])[C:9]([CH2:16][CH:17]=[C:18]([CH3:20])[CH3:19])=[C:8]2[C:3]=1[C:4](=[O:33])[C:5]([O:31][CH3:32])=[C:6]([C:21]1[CH:26]=[CH:25][C:24]([O:27][CH3:28])=[C:23]([O:29][CH3:30])[CH:22]=1)[O:7]2, predict the reactants needed to synthesize it. The reactants are: [OH:1][C:2]1[CH:11]=[C:10]([O:12]COC)[C:9]([CH2:16][CH:17]=[C:18]([CH3:20])[CH3:19])=[C:8]2[C:3]=1[C:4](=[O:33])[C:5]([O:31][CH3:32])=[C:6]([C:21]1[CH:26]=[CH:25][C:24]([O:27][CH3:28])=[C:23]([O:29][CH3:30])[CH:22]=1)[O:7]2.Cl.